This data is from Full USPTO retrosynthesis dataset with 1.9M reactions from patents (1976-2016). The task is: Predict the reactants needed to synthesize the given product. (1) Given the product [F:15][C:11]1[C:10]([O:16][CH2:17][C:18]2[CH:23]=[CH:22][CH:21]=[CH:20][CH:19]=2)=[C:9]([C:5]2[N:4]([CH2:24][CH2:25][C:26]3[CH:31]=[CH:30][CH:29]=[CH:28][CH:27]=3)[C:3](=[O:32])[C:2]([C:57]3[CH:61]=[C:60]([CH3:62])[S:59][CH:58]=3)=[C:7]([CH3:8])[N:6]=2)[CH:14]=[CH:13][CH:12]=1, predict the reactants needed to synthesize it. The reactants are: Br[C:2]1[C:3](=[O:32])[N:4]([CH2:24][CH2:25][C:26]2[CH:31]=[CH:30][CH:29]=[CH:28][CH:27]=2)[C:5]([C:9]2[CH:14]=[CH:13][CH:12]=[C:11]([F:15])[C:10]=2[O:16][CH2:17][C:18]2[CH:23]=[CH:22][CH:21]=[CH:20][CH:19]=2)=[N:6][C:7]=1[CH3:8].CC1SC([Sn](CCCC)(CCCC)CCCC)=CN=1.C([Sn](CCCC)(CCCC)[C:57]1[CH:61]=[C:60]([CH3:62])[S:59][CH:58]=1)CCC. (2) Given the product [C:38]([O:42][C:43]([NH:44][CH2:45][CH2:46][NH:47][C:16]1[C:15]2[C:20](=[CH:21][CH:22]=[C:13]([C:11]3[N:10]([CH:30]4[CH2:35][CH2:34][CH2:33][CH2:32][CH2:31]4)[C:9]4[CH:36]=[CH:37][C:6]([C:4]([OH:5])=[O:3])=[CH:7][C:8]=4[N:12]=3)[CH:14]=2)[N:19]=[C:18]([C:23]2[CH:28]=[CH:27][CH:26]=[CH:25][CH:24]=2)[CH:17]=1)=[O:48])([CH3:41])([CH3:39])[CH3:40], predict the reactants needed to synthesize it. The reactants are: C([O:3][C:4]([C:6]1[CH:37]=[CH:36][C:9]2[N:10]([CH:30]3[CH2:35][CH2:34][CH2:33][CH2:32][CH2:31]3)[C:11]([C:13]3[CH:14]=[C:15]4[C:20](=[CH:21][CH:22]=3)[N:19]=[C:18]([C:23]3[CH:28]=[CH:27][CH:26]=[CH:25][CH:24]=3)[CH:17]=[C:16]4Cl)=[N:12][C:8]=2[CH:7]=1)=[O:5])C.[C:38]([O:42][C:43](=[O:48])[NH:44][CH2:45][CH2:46][NH2:47])([CH3:41])([CH3:40])[CH3:39]. (3) Given the product [Br:2][CH:3]1[CH2:8][CH2:7][N:6]([C:16]([O:18][CH2:19][C:20]2[CH:25]=[CH:24][CH:23]=[CH:22][CH:21]=2)=[O:17])[CH2:5][CH2:4]1, predict the reactants needed to synthesize it. The reactants are: Br.[Br:2][CH:3]1[CH2:8][CH2:7][NH:6][CH2:5][CH2:4]1.C(=O)([O-])[O-].[K+].[K+].Cl[C:16]([O:18][CH2:19][C:20]1[CH:25]=[CH:24][CH:23]=[CH:22][CH:21]=1)=[O:17].C(OCC)(=O)C. (4) The reactants are: [NH2:1][C:2]1([C:15]([O:17][CH3:18])=[O:16])[CH2:7][CH2:6][N:5]([C:8]([O:10][C:11]([CH3:14])([CH3:13])[CH3:12])=[O:9])[CH2:4][CH2:3]1.C(OC(C1C=N[C:27]2[C:32]([C:33]=1Br)=[N:31][C:30](OC)=[CH:29][CH:28]=2)=O)C.C(O[BH-](O[C:47](=[O:49])[CH3:48])OC(=O)C)(=O)C.[Na+].CN(C=[O:55])C. Given the product [O:55]1[C:28]2[CH:27]=[C:32]([CH2:33][NH:1][C:2]3([C:15]([O:17][CH3:18])=[O:16])[CH2:3][CH2:4][N:5]([C:8]([O:10][C:11]([CH3:12])([CH3:13])[CH3:14])=[O:9])[CH2:6][CH2:7]3)[N:31]=[CH:30][C:29]=2[O:49][CH2:47][CH2:48]1, predict the reactants needed to synthesize it.